From a dataset of Reaction yield outcomes from USPTO patents with 853,638 reactions. Predict the reaction yield, written as a fraction of the theoretical maximum amount of product (1.0 means a 100% yield; for example, 0.34 means a 34% yield). (1) The reactants are [CH:1]([C:4]1[CH:5]=[C:6]([CH:17]=[CH:18][C:19]=1[O:20][CH3:21])[CH2:7][C:8]1[C:14]([CH3:15])=[CH:13][C:11]([NH2:12])=[CH:10][C:9]=1[CH3:16])([CH3:3])[CH3:2].C(N(CC)CC)C.[C:29](Cl)([C:31]([O:33][CH2:34][CH3:35])=[O:32])=[O:30]. The catalyst is ClCCl. The product is [CH:1]([C:4]1[CH:5]=[C:6]([CH:17]=[CH:18][C:19]=1[O:20][CH3:21])[CH2:7][C:8]1[C:9]([CH3:16])=[CH:10][C:11]([NH:12][C:29](=[O:30])[C:31]([O:33][CH2:34][CH3:35])=[O:32])=[CH:13][C:14]=1[CH3:15])([CH3:3])[CH3:2]. The yield is 0.380. (2) The reactants are [CH3:1][S:2]([C:5]1[CH:6]=[C:7]([CH:12]=[CH:13][CH:14]=1)[C:8](OC)=[O:9])(=[O:4])=[O:3].[H-].[Al+3].[Li+].[H-].[H-].[H-]. The catalyst is C1COCC1.O. The product is [CH3:1][S:2]([C:5]1[CH:6]=[C:7]([CH:12]=[CH:13][CH:14]=1)[CH2:8][OH:9])(=[O:3])=[O:4]. The yield is 0.930. (3) The catalyst is CC(C)=O.O. The yield is 0.850. The product is [S:36]([OH:39])(=[O:38])(=[O:37])[CH3:35].[CH2:1]([NH:3][C:4]([C:6]1[C:10]([C:11]2[CH:16]=[CH:15][C:14]([CH2:17][N:18]3[CH2:23][CH2:22][O:21][CH2:20][CH2:19]3)=[CH:13][CH:12]=2)=[C:9]([C:24]2[CH:29]=[C:28]([CH:30]([CH3:31])[CH3:32])[C:27]([OH:33])=[CH:26][C:25]=2[OH:34])[O:8][N:7]=1)=[O:5])[CH3:2]. The reactants are [CH2:1]([NH:3][C:4]([C:6]1[C:10]([C:11]2[CH:16]=[CH:15][C:14]([CH2:17][N:18]3[CH2:23][CH2:22][O:21][CH2:20][CH2:19]3)=[CH:13][CH:12]=2)=[C:9]([C:24]2[CH:29]=[C:28]([CH:30]([CH3:32])[CH3:31])[C:27]([OH:33])=[CH:26][C:25]=2[OH:34])[O:8][N:7]=1)=[O:5])[CH3:2].[CH3:35][S:36]([OH:39])(=[O:38])=[O:37]. (4) The reactants are [CH3:1][S:2](Cl)(=[O:4])=[O:3].[OH:6][CH2:7][CH2:8][O:9][CH2:10][CH2:11][O:12][CH2:13][CH2:14][O:15][C:16]1[CH:21]=[CH:20][C:19]([C:22]2[CH:23]=[C:24]3[C:29](=[CH:30][CH:31]=2)[CH:28]=[C:27]([N:32]([CH3:40])[C:33](=[O:39])[O:34][C:35]([CH3:38])([CH3:37])[CH3:36])[CH:26]=[CH:25]3)=[CH:18][CH:17]=1.C(N(CC)CC)C. The catalyst is ClCCl. The product is [CH3:1][S:2]([O:6][CH2:7][CH2:8][O:9][CH2:10][CH2:11][O:12][CH2:13][CH2:14][O:15][C:16]1[CH:21]=[CH:20][C:19]([C:22]2[CH:31]=[CH:30][C:29]3[C:24](=[CH:25][CH:26]=[C:27]([N:32]([C:33]([O:34][C:35]([CH3:36])([CH3:37])[CH3:38])=[O:39])[CH3:40])[CH:28]=3)[CH:23]=2)=[CH:18][CH:17]=1)(=[O:4])=[O:3]. The yield is 0.950. (5) The reactants are C1(N)C(F)=C(F)C(F)=C(N)C=1F.[ClH:13].Cl.[NH2:15][CH:16]1[CH2:21][CH2:20][N:19]([CH2:22][CH:23]2[C:33]3=[C:34]4[C:29](=[CH:30][CH:31]=[CH:32]3)[CH:28]=[CH:27][C:26](=[O:35])[N:25]4[CH2:24]2)[CH2:18][CH2:17]1.[O:36]1[C:45]2[CH:44]=[C:43]([CH:46]=O)[N:42]=[CH:41][C:40]=2[O:39][CH2:38][CH2:37]1. No catalyst specified. The product is [ClH:13].[O:36]1[C:45]2[CH:44]=[C:43]([CH2:46][NH:15][CH:16]3[CH2:21][CH2:20][N:19]([CH2:22][CH:23]4[C:33]5=[C:34]6[C:29](=[CH:30][CH:31]=[CH:32]5)[CH:28]=[CH:27][C:26](=[O:35])[N:25]6[CH2:24]4)[CH2:18][CH2:17]3)[N:42]=[CH:41][C:40]=2[O:39][CH2:38][CH2:37]1. The yield is 0.980. (6) The reactants are [Br:1][C:2]1[CH:10]=[C:9](/[CH:11]=[CH:12]/[CH:13]([C:18]2[CH:23]=[C:22]([Cl:24])[C:21]([F:25])=[C:20]([Cl:26])[CH:19]=2)[C:14]([F:17])([F:16])[F:15])[CH:8]=[CH:7][C:3]=1[C:4](O)=[O:5].[NH2:27][CH2:28][C:29]([NH:31][CH2:32][C:33]([F:36])([F:35])[F:34])=[O:30].F[P-](F)(F)(F)(F)F.N1(O[P+](N2CCCC2)(N2CCCC2)N2CCCC2)C2C=CC=CC=2N=N1.CCN(C(C)C)C(C)C. The catalyst is C(Cl)Cl.O. The product is [Br:1][C:2]1[CH:10]=[C:9](/[CH:11]=[CH:12]/[CH:13]([C:18]2[CH:19]=[C:20]([Cl:26])[C:21]([F:25])=[C:22]([Cl:24])[CH:23]=2)[C:14]([F:17])([F:16])[F:15])[CH:8]=[CH:7][C:3]=1[C:4]([NH:27][CH2:28][C:29](=[O:30])[NH:31][CH2:32][C:33]([F:36])([F:35])[F:34])=[O:5]. The yield is 0.310.